Task: Predict the reaction yield, written as a fraction of the theoretical maximum amount of product (1.0 means a 100% yield; for example, 0.34 means a 34% yield).. Dataset: Reaction yield outcomes from USPTO patents with 853,638 reactions (1) The reactants are [CH3:1][S:2][C:3](SC)=[CH:4][N+:5]([O-:7])=[O:6].[CH3:10][C:11]([C:13]1[CH:18]=[CH:17][CH:16]=[C:15]([NH2:19])[CH:14]=1)=[O:12]. No catalyst specified. The product is [CH3:1][S:2][C:3]([NH:19][C:15]1[CH:16]=[CH:17][CH:18]=[C:13]([C:11](=[O:12])[CH3:10])[CH:14]=1)=[CH:4][N+:5]([O-:7])=[O:6]. The yield is 0.650. (2) The reactants are [C:1]1([CH3:22])[CH:6]=[C:5]([CH3:7])[CH:4]=[C:3]([CH3:8])[C:2]=1[NH:9][C:10](=O)[C:11]([NH:13][C:14]1[CH:19]=[CH:18][CH:17]=[CH:16][C:15]=1[OH:20])=O.B.[CH2:24]1COCC1.[ClH:29]. The catalyst is CO. The product is [Cl-:29].[C:1]1([CH3:22])[CH:6]=[C:5]([CH3:7])[CH:4]=[C:3]([CH3:8])[C:2]=1[N+:9]1[CH2:10][CH2:11][N:13]([C:14]2[CH:19]=[CH:18][CH:17]=[CH:16][C:15]=2[OH:20])[CH:24]=1. The yield is 0.550. (3) The reactants are [NH2:1][C:2]1[N:6]([CH3:7])[C:5]([S:8][C:9]2[C:17]([I:18])=[CH:16][C:12]3[O:13][CH2:14][O:15][C:11]=3[CH:10]=2)=[N:4][C:3]=1[C:19]([NH2:21])=[O:20].[C:22]1([CH2:28][CH:29]=O)[CH:27]=[CH:26][CH:25]=[CH:24][CH:23]=1.C([BH3-])#N. The catalyst is C(O)C.C(O)(=O)C. The product is [I:18][C:17]1[C:9]([S:8][C:5]2[N:6]([CH3:7])[C:2]([NH:1][CH2:29][CH2:28][C:22]3[CH:27]=[CH:26][CH:25]=[CH:24][CH:23]=3)=[C:3]([C:19]([NH2:21])=[O:20])[N:4]=2)=[CH:10][C:11]2[O:15][CH2:14][O:13][C:12]=2[CH:16]=1. The yield is 0.0260. (4) The reactants are [CH:1]1[C:9]2[C:8]3[CH:10]=[CH:11][CH:12]=[CH:13][C:7]=3[O:6][C:5]=2[CH:4]=[CH:3][CH:2]=1.[O:14]1[CH2:18][CH2:17][CH2:16][CH2:15]1.[CH2:19]([Li])[CH2:20][CH2:21][CH3:22].[O-][Si]([O-])=O.[Mg+2]. The catalyst is [Cu](Cl)Cl.O.CCCCCC. The product is [C:1]1([C:19]2[C:16]3[C:17]4[CH:9]=[CH:1][CH:2]=[CH:3][C:18]=4[O:14][C:15]=3[CH:22]=[CH:21][CH:20]=2)[C:9]2[C:8]3[CH:10]=[CH:11][CH:12]=[CH:13][C:7]=3[O:6][C:5]=2[CH:4]=[CH:3][CH:2]=1. The yield is 0.600.